From a dataset of Forward reaction prediction with 1.9M reactions from USPTO patents (1976-2016). Predict the product of the given reaction. (1) Given the reactants [N:1]([O-])=O.[Na+].[Cl:5][C:6]1[CH:7]=[CH:8][C:9]([S:13][CH3:14])=[C:10]([NH2:12])[CH:11]=1.[Sn](Cl)Cl, predict the reaction product. The product is: [ClH:5].[Cl:5][C:6]1[CH:7]=[CH:8][C:9]([S:13][CH3:14])=[C:10]([NH:12][NH2:1])[CH:11]=1. (2) Given the reactants [Br:1][CH2:2][CH2:3][CH2:4][CH2:5][N:6]([C:11]1[N:16]=[C:15]2[O:17][C:18]([C:24]3[CH:29]=[CH:28][C:27]([CH3:30])=[CH:26][CH:25]=3)=[C:19]([C:20]([NH:22][CH3:23])=[O:21])[C:14]2=[CH:13][C:12]=1I)[S:7]([CH3:10])(=[O:9])=[O:8].CO[C:34]1C=CC=C(OC)[C:39]=1[C:40]1C=CC=CC=1P(C1CCCCC1)C1CCCCC1.C(=O)([O-])[O-].[Na+].[Na+].C1(B(O)O)CC1, predict the reaction product. The product is: [Br:1][CH2:2][CH2:3][CH2:4][CH2:5][N:6]([C:11]1[N:16]=[C:15]2[O:17][C:18]([C:24]3[CH:29]=[CH:28][C:27]([CH3:30])=[CH:26][CH:25]=3)=[C:19]([C:20]([NH:22][CH3:23])=[O:21])[C:14]2=[CH:13][C:12]=1[CH:40]1[CH2:39][CH2:34]1)[S:7]([CH3:10])(=[O:9])=[O:8]. (3) Given the reactants [C:1]([C:4]1[N:9]=[C:8]([C:10]2[CH:15]=[CH:14][C:13]([C@H:16]3[CH2:21][CH2:20][C@H:19]([CH2:22][C:23]([OH:25])=[O:24])[CH2:18][CH2:17]3)=[CH:12][CH:11]=2)[C:7]([CH3:26])=[N:6][CH:5]=1)(=O)[NH2:2].COC1C=CC(P2(SP(C3C=CC(OC)=CC=3)(=S)S2)=[S:36])=CC=1.CC1C(C(N)=O)=N[C:53]([C:57]2[CH:62]=[CH:62][C:57]([C@H:53]3CC[C@H](CC(NS(C)(=O)=O)=O)CC3)=[CH:58][CH:58]=2)=C(C)N=1, predict the reaction product. The product is: [NH2:2][C:1]([C:4]1[N:9]=[C:8]([C:10]2[CH:11]=[CH:12][C:13]([C@H:16]3[CH2:17][CH2:18][C@H:19]([CH2:22][C:23]([O:25][C:57]([CH3:62])([CH3:58])[CH3:53])=[O:24])[CH2:20][CH2:21]3)=[CH:14][CH:15]=2)[C:7]([CH3:26])=[N:6][CH:5]=1)=[S:36]. (4) Given the reactants [CH2:1]([O:3][CH2:4][N:5]([C:23]1[CH:27]=[C:26]([CH3:28])[O:25][N:24]=1)[S:6]([C:9]1[CH:13]=[C:12]([CH3:14])[S:11][C:10]=1[C:15]1[CH:20]=[CH:19][C:18]([CH:21]=[O:22])=[CH:17][CH:16]=1)(=[O:8])=[O:7])[CH3:2].[BH4-].[Na+], predict the reaction product. The product is: [CH2:1]([O:3][CH2:4][N:5]([C:23]1[CH:27]=[C:26]([CH3:28])[O:25][N:24]=1)[S:6]([C:9]1[CH:13]=[C:12]([CH3:14])[S:11][C:10]=1[C:15]1[CH:16]=[CH:17][C:18]([CH2:21][OH:22])=[CH:19][CH:20]=1)(=[O:7])=[O:8])[CH3:2].